Predict the reaction yield, written as a fraction of the theoretical maximum amount of product (1.0 means a 100% yield; for example, 0.34 means a 34% yield). From a dataset of Reaction yield outcomes from USPTO patents with 853,638 reactions. (1) The reactants are [C:1](SSC(C)(C)C)(C)(C)C.II.[S:13]([CH:37]([CH2:55]N=[N+]=[N-])[CH2:38][C@H](NC(OC(C)(C)C)=O)C(OC(C)(C)C)=O)[S:14][CH:15]([CH2:33][N:34]=[N+:35]=[N-:36])[CH2:16][C@H:17]([NH:25][C:26]([O:28][C:29]([CH3:32])([CH3:31])[CH3:30])=[O:27])[C:18]([O:20][C:21]([CH3:24])([CH3:23])[CH3:22])=[O:19]. No catalyst specified. The product is [C:21]([O:20][C:18](=[O:19])[C@@H:17]([NH:25][C:26]([O:28][C:29]([CH3:32])([CH3:30])[CH3:31])=[O:27])[CH2:16][CH:15]([S:14][S:13][C:37]([CH3:1])([CH3:55])[CH3:38])[CH2:33][N:34]=[N+:35]=[N-:36])([CH3:23])([CH3:24])[CH3:22]. The yield is 0.810. (2) The reactants are Br[C:2]1[C:3]([C:15]2[CH:20]=[CH:19][CH:18]=[CH:17][C:16]=2[Cl:21])=[N:4][O:5][C:6]=1[C:7]1[CH:12]=[CH:11][C:10]([O:13][CH3:14])=[CH:9][CH:8]=1.CC1(C)C(C)(C)OB([C:30]2[CH:35]=[CH:34][C:33]([OH:36])=[CH:32][CH:31]=2)O1.O. The catalyst is O1CCOCC1.Cl[Pd](Cl)([P](C1C=CC=CC=1)(C1C=CC=CC=1)C1C=CC=CC=1)[P](C1C=CC=CC=1)(C1C=CC=CC=1)C1C=CC=CC=1. The product is [Cl:21][C:16]1[CH:17]=[CH:18][CH:19]=[CH:20][C:15]=1[C:3]1[C:2]([C:30]2[CH:35]=[CH:34][C:33]([OH:36])=[CH:32][CH:31]=2)=[C:6]([C:7]2[CH:12]=[CH:11][C:10]([O:13][CH3:14])=[CH:9][CH:8]=2)[O:5][N:4]=1. The yield is 0.700.